From a dataset of Retrosynthesis with 50K atom-mapped reactions and 10 reaction types from USPTO. Predict the reactants needed to synthesize the given product. (1) Given the product Cc1ccc2c(OCCN3CCC(Cc4cccc(C#N)c4)CC3)cccc2n1, predict the reactants needed to synthesize it. The reactants are: Cc1ccc2c(OCCN3CCC(=Cc4cccc(C#N)c4)CC3)cccc2n1. (2) Given the product COc1ccc(-n2nc(C(=O)N3CCOCC3)cc2-n2ccc(C(N)=O)c2)cn1, predict the reactants needed to synthesize it. The reactants are: C1COCCN1.COc1ccc(-n2nc(C(=O)O)cc2-n2ccc(C(N)=O)c2)cn1. (3) Given the product O=C(O)[C@@H]1C[C@@H](c2ccccc2)CN1C(=O)c1ccccc1Cl, predict the reactants needed to synthesize it. The reactants are: O=C(O)[C@@H]1C[C@H](F)CN1C(=O)c1ccccc1Cl.c1ccccc1. (4) Given the product CN1CCN(C)CC(C)(NCc2ccccn2)C1, predict the reactants needed to synthesize it. The reactants are: CN1CCN(C)CC(C)(N)C1.O=Cc1ccccn1. (5) Given the product CCCCCCCCCCCCCCCCCCCCC(=S)NCCN1CCOCC1, predict the reactants needed to synthesize it. The reactants are: CCCCCCCCCCCCCCCCCCCCC(O)=S.NCCN1CCOCC1. (6) Given the product O=C(Cc1ccccc1)NC(=S)Nc1ccc(Oc2ncnc3[nH]ccc23)c(F)c1, predict the reactants needed to synthesize it. The reactants are: Nc1ccc(Oc2ncnc3[nH]ccc23)c(F)c1.O=C(Cc1ccccc1)N=C=S. (7) Given the product COC(=O)c1ccc2c(ccn2C(=O)OC(C)(C)C)c1, predict the reactants needed to synthesize it. The reactants are: CC(C)(C)OC(=O)OC(=O)OC(C)(C)C.COC(=O)c1ccc2[nH]ccc2c1.